From a dataset of Forward reaction prediction with 1.9M reactions from USPTO patents (1976-2016). Predict the product of the given reaction. (1) Given the reactants [BrH:1].[F:2][C:3]1[CH:4]=[C:5]([CH:8]=[C:9]([F:11])[CH:10]=1)[CH2:6]O, predict the reaction product. The product is: [F:2][C:3]1[CH:4]=[C:5]([CH:8]=[C:9]([F:11])[CH:10]=1)[CH2:6][Br:1]. (2) Given the reactants [CH3:1][C:2]([CH3:31])([CH3:30])[CH:3]([C:20]1[CH:29]=[CH:28][C:23]([C:24]([NH:26][NH2:27])=[O:25])=[CH:22][CH:21]=1)[C:4]1[CH:9]=[CH:8][C:7]([O:10][CH:11]([C:14]2[CH:19]=[CH:18][CH:17]=[CH:16][N:15]=2)[CH2:12][CH3:13])=[CH:6][CH:5]=1.C(=O)(O)[O-].[Na+].[N:37]#[C:38]Br.C(=O)(O)[O-].[Na+].[Cl-].[Na+].O, predict the reaction product. The product is: [CH3:31][C:2]([CH3:30])([CH3:1])[CH:3]([C:20]1[CH:21]=[CH:22][C:23]([C:24]2[O:25][C:38]([NH2:37])=[N:27][N:26]=2)=[CH:28][CH:29]=1)[C:4]1[CH:5]=[CH:6][C:7]([O:10][CH:11]([C:14]2[CH:19]=[CH:18][CH:17]=[CH:16][N:15]=2)[CH2:12][CH3:13])=[CH:8][CH:9]=1. (3) The product is: [O:3]1[CH2:4][CH2:5][O:1][CH:2]1[C:6]1[CH:7]=[C:8]2[CH:14]=[CH:13][N:12]([CH3:17])[C:9]2=[CH:10][N:11]=1. Given the reactants [O:1]1[CH2:5][CH2:4][O:3][CH:2]1[C:6]1[CH:7]=[C:8]2[CH:14]=[CH:13][NH:12][C:9]2=[CH:10][N:11]=1.[H-].[Na+].[CH3:17]I, predict the reaction product.